This data is from Catalyst prediction with 721,799 reactions and 888 catalyst types from USPTO. The task is: Predict which catalyst facilitates the given reaction. Reactant: [OH:1][CH2:2][CH2:3][N:4]([CH2:17][C:18]([F:21])([F:20])[F:19])[C:5]1[CH:12]=[CH:11][C:8]([C:9]#[N:10])=[C:7]([C:13]([F:16])([F:15])[F:14])[CH:6]=1.[N:22]1[CH:27]=[CH:26][C:25](=O)[CH2:24][CH:23]=1. Product: [N:22]1[CH:27]=[CH:26][C:25]([O:1][CH2:2][CH2:3][N:4]([CH2:17][C:18]([F:19])([F:20])[F:21])[C:5]2[CH:12]=[CH:11][C:8]([C:9]#[N:10])=[C:7]([C:13]([F:15])([F:16])[F:14])[CH:6]=2)=[CH:24][CH:23]=1. The catalyst class is: 57.